This data is from Reaction yield outcomes from USPTO patents with 853,638 reactions. The task is: Predict the reaction yield, written as a fraction of the theoretical maximum amount of product (1.0 means a 100% yield; for example, 0.34 means a 34% yield). (1) The reactants are Cl[SiH2:2][Cl:3].[CH3:4][CH:5]1[CH2:10][CH2:9][CH2:8][CH:7]([CH3:11])[NH:6]1.C(N(CC)CC)C.Cl. The catalyst is CCCCCC. The product is [CH3:4][CH:5]1[CH2:10][CH2:9][CH2:8][CH:7]([CH3:11])[N:6]1[SiH2:2][Cl:3]. The yield is 0.660. (2) The reactants are [C:1]1([C:9]([CH:11]([C:13]2[CH:20]=[CH:19][C:16]([O:17][CH3:18])=[CH:15][CH:14]=2)O)=[O:10])[CH:8]=[CH:7][C:4]([O:5][CH3:6])=[CH:3][CH:2]=1.[C:21](OC)(=[O:27])[CH2:22][C:23]([O:25][CH3:26])=[O:24].[Na].Cl. The catalyst is CO. The product is [CH3:26][O:25][C:23]([C:22]1[C:21](=[O:27])[O:10][CH:9]([C:1]2[CH:8]=[CH:7][C:4]([O:5][CH3:6])=[CH:3][CH:2]=2)[C:11]=1[C:13]1[CH:20]=[CH:19][C:16]([O:17][CH3:18])=[CH:15][CH:14]=1)=[O:24]. The yield is 0.410. (3) The reactants are [C:1]([C:5]1[CH:10]=[CH:9][C:8](C2S(=C=O)C=C(C)C=2O)=[CH:7][CH:6]=1)([CH3:4])([CH3:3])[CH3:2].[Si]([O:27][CH2:28][C:29]1[CH:38]=[CH:37][C:32]([C:33]([NH:35][NH2:36])=[O:34])=[CH:31][C:30]=1[N+:39]([O-:41])=[O:40])(C(C)(C)C)(C)C.[OH2:42].[C:43]1([CH3:53])[CH:48]=[CH:47][C:46]([S:49](O)(=O)=O)=CC=1.[CH:54](O)(C)C. No catalyst specified. The product is [C:1]([C:5]1[CH:6]=[CH:7][C:8]([SH:49]2[CH:46]=[C:47]([OH:42])[C:48]([C:43](=[N:36][NH:35][C:33](=[O:34])[C:32]3[CH:37]=[CH:38][C:29]([CH2:28][OH:27])=[C:30]([N+:39]([O-:41])=[O:40])[CH:31]=3)[CH3:53])=[CH:54]2)=[CH:9][CH:10]=1)([CH3:2])([CH3:3])[CH3:4]. The yield is 0.730. (4) The reactants are [OH:1][C@H:2]([C:23]1[CH:28]=[CH:27][CH:26]=[CH:25][CH:24]=1)[CH2:3][CH2:4][N:5]1[CH2:10][CH2:9][CH:8]([C:11]2[CH:12]=[C:13]([NH:17][C:18](=[O:22])[CH:19]([CH3:21])[CH3:20])[CH:14]=[CH:15][CH:16]=2)[CH2:7][CH2:6]1.[F:29][C:30]1[CH:35]=[CH:34][C:33]([C:36]([F:39])([F:38])[F:37])=[CH:32][C:31]=1O.C1(P(C2C=CC=CC=2)C2C=CC=CC=2)C=CC=CC=1.N(C(OCC)=O)=NC(OCC)=O.N. The catalyst is C1COCC1.C(Cl)(Cl)Cl. The product is [F:29][C:30]1[CH:31]=[CH:32][C:33]([C:36]([F:37])([F:38])[F:39])=[CH:34][C:35]=1[O:1][C@@H:2]([C:23]1[CH:24]=[CH:25][CH:26]=[CH:27][CH:28]=1)[CH2:3][CH2:4][N:5]1[CH2:10][CH2:9][CH:8]([C:11]2[CH:12]=[C:13]([NH:17][C:18](=[O:22])[CH:19]([CH3:21])[CH3:20])[CH:14]=[CH:15][CH:16]=2)[CH2:7][CH2:6]1. The yield is 0.337. (5) The reactants are [F:1][C:2]([F:15])([F:14])[C:3]1[C:12]2[C:7](=[CH:8][CH:9]=[CH:10][CH:11]=2)[NH:6][C:5](=[O:13])[CH:4]=1.[Cl:16][S:17](O)(=[O:19])=[O:18]. No catalyst specified. The product is [O:13]=[C:5]1[CH:4]=[C:3]([C:2]([F:1])([F:14])[F:15])[C:12]2[C:7](=[CH:8][CH:9]=[C:10]([S:17]([Cl:16])(=[O:19])=[O:18])[CH:11]=2)[NH:6]1. The yield is 0.410. (6) The reactants are [Cl-].O[NH3+:3].[C:4](=[O:7])([O-])[OH:5].[Na+].CS(C)=O.[CH2:13]([C:15]1[N:16]([C:40]2[CH:45]=[CH:44][C:43]([O:46][C@@H:47]3[CH2:52][CH2:51][CH2:50][CH2:49][C@H:48]3[OH:53])=[CH:42][CH:41]=2)[C:17](=[O:39])[C:18]([CH2:24][C:25]2[CH:30]=[CH:29][C:28]([C:31]3[C:32]([C:37]#[N:38])=[CH:33][CH:34]=[CH:35][CH:36]=3)=[CH:27][CH:26]=2)=[C:19]([CH2:21][CH2:22][CH3:23])[N:20]=1)[CH3:14]. The catalyst is O. The product is [CH2:13]([C:15]1[N:16]([C:40]2[CH:45]=[CH:44][C:43]([O:46][C@@H:47]3[CH2:52][CH2:51][CH2:50][CH2:49][C@H:48]3[OH:53])=[CH:42][CH:41]=2)[C:17](=[O:39])[C:18]([CH2:24][C:25]2[CH:26]=[CH:27][C:28]([C:31]3[CH:36]=[CH:35][CH:34]=[CH:33][C:32]=3[C:37]3[NH:3][C:4](=[O:7])[O:5][N:38]=3)=[CH:29][CH:30]=2)=[C:19]([CH2:21][CH2:22][CH3:23])[N:20]=1)[CH3:14]. The yield is 0.550. (7) The reactants are [CH3:1][O:2][CH2:3][C:4]([CH3:10])([CH3:9])[C:5](OC)=[O:6].CC(C)C(=O)[CH2:14][C:15]#[N:16]. No catalyst specified. The product is [CH3:1][O:2][CH2:3][C:4]([CH3:10])([CH3:9])[C:5](=[O:6])[CH2:14][C:15]#[N:16]. The yield is 0.290. (8) The reactants are [CH3:1][O:2][C:3]1[CH:4]=[C:5]([S:11][C:12]2[CH:19]=[CH:18][CH:17]=[CH:16][C:13]=2[CH2:14]Br)[CH:6]=[C:7]([O:9][CH3:10])[CH:8]=1.[C-:20]#[N:21].[Na+]. The catalyst is CS(C)=O.C(OCC)(=O)C. The product is [CH3:1][O:2][C:3]1[CH:4]=[C:5]([S:11][C:12]2[CH:19]=[CH:18][CH:17]=[CH:16][C:13]=2[CH2:14][C:20]#[N:21])[CH:6]=[C:7]([O:9][CH3:10])[CH:8]=1. The yield is 0.610. (9) The reactants are F[C:2]1[CH:15]=[CH:14][CH:13]=[CH:12][C:3]=1[C:4]([C:6]1[CH:11]=[CH:10][CH:9]=[CH:8][CH:7]=1)=O.[NH2:16][NH2:17]. The catalyst is O. The product is [C:6]1([C:4]2[C:3]3[C:2](=[CH:15][CH:14]=[CH:13][CH:12]=3)[NH:17][N:16]=2)[CH:7]=[CH:8][CH:9]=[CH:10][CH:11]=1. The yield is 0.670. (10) The reactants are C1(C(C2C=CC=CC=2)(C2C=CC=CC=2)[N:8]2[CH:12]=[C:11]([C@@H:13]3[CH2:15][C@H:14]3[CH2:16][NH2:17])[N:10]=[CH:9]2)C=CC=CC=1.[ClH:30]. The catalyst is CO. The product is [ClH:30].[ClH:30].[NH2:17][CH2:16][C@@H:14]1[CH2:15][C@H:13]1[C:11]1[N:10]=[CH:9][NH:8][CH:12]=1. The yield is 0.830.